This data is from Forward reaction prediction with 1.9M reactions from USPTO patents (1976-2016). The task is: Predict the product of the given reaction. (1) Given the reactants [Cl:1][C:2](Cl)([O:4]C(=O)OC(Cl)(Cl)Cl)Cl.[Cl:13][C:14]1[CH:15]=[C:16]([C@@H:20]([C@@H:29]2[CH2:34][CH2:33][CH2:32][NH:31][CH2:30]2)[O:21][CH2:22][CH2:23][NH:24][C:25](=[O:28])[O:26][CH3:27])[CH:17]=[CH:18][CH:19]=1, predict the reaction product. The product is: [Cl:1][C:2]([N:31]1[CH2:32][CH2:33][CH2:34][C@@H:29]([C@H:20]([C:16]2[CH:17]=[CH:18][CH:19]=[C:14]([Cl:13])[CH:15]=2)[O:21][CH2:22][CH2:23][NH:24][C:25](=[O:28])[O:26][CH3:27])[CH2:30]1)=[O:4]. (2) The product is: [CH3:1][O:2][CH2:3][C:4]1[NH:5][CH:6]=[C:7]([CH3:9])[N:8]=1. Given the reactants [CH3:1][O:2][CH2:3][C:4]1[NH:5][CH2:6][CH:7]([CH3:9])[N:8]=1.[Mn]([O-])(=O)(=O)=O.[K+], predict the reaction product. (3) Given the reactants [F:1][CH2:2][CH2:3][NH:4][C:5]([N:7]1[C:15]2[C:10](=[CH:11][C:12]([O:16][C:17]3[CH:22]=[CH:21][N:20]=[C:19]([NH2:23])[CH:18]=3)=[CH:13][CH:14]=2)[CH:9]=[CH:8]1)=[O:6].[C:24]([O:28][C:29]([N:31]1[CH2:36][CH2:35][CH:34]([C:37](O)=[O:38])[CH2:33][CH2:32]1)=[O:30])([CH3:27])([CH3:26])[CH3:25].F[P-](F)(F)(F)(F)F.N1(O[P+](N(C)C)(N(C)C)N(C)C)C2C=CC=CC=2N=N1.C(N(CC)CC)C, predict the reaction product. The product is: [F:1][CH2:2][CH2:3][NH:4][C:5]([N:7]1[C:15]2[C:10](=[CH:11][C:12]([O:16][C:17]3[CH:22]=[CH:21][N:20]=[C:19]([NH:23][C:37]([CH:34]4[CH2:35][CH2:36][N:31]([C:29]([O:28][C:24]([CH3:27])([CH3:26])[CH3:25])=[O:30])[CH2:32][CH2:33]4)=[O:38])[CH:18]=3)=[CH:13][CH:14]=2)[CH:9]=[CH:8]1)=[O:6].